The task is: Binary Classification. Given a drug SMILES string, predict its activity (active/inactive) in a high-throughput screening assay against a specified biological target.. This data is from M1 muscarinic receptor antagonist screen with 61,756 compounds. (1) The drug is O1c2cc(c3n(c(NC(=O)CCC(=O)NCCc4ccccc4)nc3)C)ccc2OC1. The result is 0 (inactive). (2) The compound is Clc1c(c2c(n(nc2C)c2ccccc2)nc1C)C. The result is 0 (inactive).